From a dataset of Catalyst prediction with 721,799 reactions and 888 catalyst types from USPTO. Predict which catalyst facilitates the given reaction. (1) Reactant: [NH2:1][S:2]([C:5]1[CH:10]=[CH:9][C:8](B(O)O)=[CH:7][CH:6]=1)(=[O:4])=[O:3].C(=O)([O-])[O-].[K+].[K+].Br[C:21]1[CH:22]=[C:23]([C:29]2[S:33][C:32]([C:34]([O:36]CC)=[O:35])=[N:31][C:30]=2[CH3:39])[CH:24]=[CH:25][C:26]=1[O:27][CH3:28].C(O)C. Product: [CH3:28][O:27][C:26]1[C:21]([C:8]2[CH:9]=[CH:10][C:5]([S:2](=[O:4])(=[O:3])[NH2:1])=[CH:6][CH:7]=2)=[CH:22][C:23]([C:29]2[S:33][C:32]([C:34]([OH:36])=[O:35])=[N:31][C:30]=2[CH3:39])=[CH:24][CH:25]=1. The catalyst class is: 109. (2) Reactant: [F:1][C:2]([F:42])([F:41])[C@H:3]([N:28]1[CH2:32][CH2:31][C@H:30]([NH:33]C(=O)OC(C)(C)C)[CH2:29]1)[C:4]1[CH:5]=[CH:6][C:7]2[N:8]([C:10]([C:13]3[CH:22]=[CH:21][C:20]4[C:15](=[CH:16][C:17]([O:24][CH:25]([CH3:27])[CH3:26])=[C:18]([F:23])[CH:19]=4)[N:14]=3)=[N:11][N:12]=2)[CH:9]=1. Product: [F:42][C:2]([F:1])([F:41])[C@H:3]([N:28]1[CH2:32][CH2:31][C@H:30]([NH2:33])[CH2:29]1)[C:4]1[CH:5]=[CH:6][C:7]2[N:8]([C:10]([C:13]3[CH:22]=[CH:21][C:20]4[C:15](=[CH:16][C:17]([O:24][CH:25]([CH3:27])[CH3:26])=[C:18]([F:23])[CH:19]=4)[N:14]=3)=[N:11][N:12]=2)[CH:9]=1. The catalyst class is: 67. (3) Reactant: [NH2:1][C:2]1[CH:3]=[C:4]([C:8]2[CH:9]=[CH:10][C:11]3[C:15]([CH:16]=2)=[N:14][N:13]([C:17]2[CH:22]=[CH:21][C:20]([F:23])=[CH:19][CH:18]=2)[C:12]=3[C:24]([NH:26][CH3:27])=[O:25])[CH:5]=[CH:6][CH:7]=1.[C:28]1(=[O:38])[O:33][C:31](=[O:32])[C:30]2=[CH:34][CH:35]=[CH:36][CH:37]=[C:29]12. Product: [F:23][C:20]1[CH:21]=[CH:22][C:17]([N:13]2[C:12]([C:24](=[O:25])[NH:26][CH3:27])=[C:11]3[C:15]([CH:16]=[C:8]([C:4]4[CH:3]=[C:2]([NH:1][C:28]([C:29]5[CH:37]=[CH:36][CH:35]=[CH:34][C:30]=5[C:31]([OH:33])=[O:32])=[O:38])[CH:7]=[CH:6][CH:5]=4)[CH:9]=[CH:10]3)=[N:14]2)=[CH:18][CH:19]=1. The catalyst class is: 10.